From a dataset of Full USPTO retrosynthesis dataset with 1.9M reactions from patents (1976-2016). Predict the reactants needed to synthesize the given product. (1) Given the product [F:1][C:2]1[CH:3]=[CH:4][C:5]([N:8]2[C:16]3[C:11](=[CH:12][C:13]([CH:17]([C:25]4[CH:26]=[CH:27][CH:28]=[CH:29][CH:30]=4)[CH:18]([CH2:22][CH2:23][CH3:24])[CH2:19][NH2:21])=[CH:14][CH:15]=3)[CH:10]=[N:9]2)=[CH:6][CH:7]=1, predict the reactants needed to synthesize it. The reactants are: [F:1][C:2]1[CH:7]=[CH:6][C:5]([N:8]2[C:16]3[C:11](=[CH:12][C:13]([CH:17]([C:25]4[CH:30]=[CH:29][CH:28]=[CH:27][CH:26]=4)[CH:18]([CH2:22][CH2:23][CH3:24])[C:19]([NH2:21])=O)=[CH:14][CH:15]=3)[CH:10]=[N:9]2)=[CH:4][CH:3]=1.[H-].[Al+3].[Li+].[H-].[H-].[H-].C(OCC)C. (2) Given the product [Br:8][C:6]1[CH:7]=[C:2]([NH2:1])[C:3]([N:9]([CH2:10][CH2:11][Cl:16])[CH3:13])=[CH:4][CH:5]=1, predict the reactants needed to synthesize it. The reactants are: [NH2:1][C:2]1[CH:7]=[C:6]([Br:8])[CH:5]=[CH:4][C:3]=1[N:9]([CH3:13])[CH2:10][CH2:11]O.S(Cl)([Cl:16])=O. (3) Given the product [ClH:34].[S:1]1[C:5]2[CH:6]=[CH:7][CH:8]=[CH:9][C:4]=2[N:3]=[C:2]1[CH2:10][N:11]1[C:20](=[O:21])[C:19]2[N:18]([CH2:22][C:23]#[C:24][CH3:25])[C:17]([N:26]3[CH2:31][CH2:30][CH2:29][C@@H:28]([NH2:32])[CH2:27]3)=[N:16][C:15]=2[N:14]([CH3:33])[C:12]1=[O:13], predict the reactants needed to synthesize it. The reactants are: [S:1]1[C:5]2[CH:6]=[CH:7][CH:8]=[CH:9][C:4]=2[N:3]=[C:2]1[CH2:10][N:11]1[C:20](=[O:21])[C:19]2[N:18]([CH2:22][C:23]#[C:24][CH3:25])[C:17]([N:26]3[CH2:31][CH2:30][CH2:29][C@@H:28]([NH2:32])[CH2:27]3)=[N:16][C:15]=2[N:14]([CH3:33])[C:12]1=[O:13].[ClH:34]. (4) Given the product [O:1]1[C:5]2[CH:6]=[CH:7][CH:8]=[CH:9][C:4]=2[N:3]=[C:2]1[C:10]1[CH:11]=[CH:12][C:13]2[N:17]([CH:18]3[CH2:23][CH2:22][O:21][CH2:20][CH2:19]3)[CH:24]=[N:15][C:14]=2[CH:16]=1, predict the reactants needed to synthesize it. The reactants are: [O:1]1[C:5]2[CH:6]=[CH:7][CH:8]=[CH:9][C:4]=2[N:3]=[C:2]1[C:10]1[CH:11]=[CH:12][C:13]([NH:17][CH:18]2[CH2:23][CH2:22][O:21][CH2:20][CH2:19]2)=[C:14]([CH:16]=1)[NH2:15].[CH:24](OCC)(OCC)OCC.O.C1(C)C=CC(S(O)(=O)=O)=CC=1.C(OCC)(=O)C.